Dataset: NCI-60 drug combinations with 297,098 pairs across 59 cell lines. Task: Regression. Given two drug SMILES strings and cell line genomic features, predict the synergy score measuring deviation from expected non-interaction effect. (1) Drug 1: C1=NC2=C(N=C(N=C2N1C3C(C(C(O3)CO)O)O)F)N. Drug 2: C(CN)CNCCSP(=O)(O)O. Cell line: NCI-H226. Synergy scores: CSS=-3.04, Synergy_ZIP=1.60, Synergy_Bliss=-1.02, Synergy_Loewe=-4.49, Synergy_HSA=-4.31. (2) Drug 1: C1CC(=O)NC(=O)C1N2C(=O)C3=CC=CC=C3C2=O. Drug 2: C1CN(P(=O)(OC1)NCCCl)CCCl. Cell line: ACHN. Synergy scores: CSS=-8.66, Synergy_ZIP=4.84, Synergy_Bliss=4.57, Synergy_Loewe=-3.03, Synergy_HSA=-3.51. (3) Drug 2: C(=O)(N)NO. Synergy scores: CSS=37.7, Synergy_ZIP=-7.44, Synergy_Bliss=-15.8, Synergy_Loewe=-43.2, Synergy_HSA=-16.3. Cell line: K-562. Drug 1: C1=C(C(=O)NC(=O)N1)F. (4) Drug 1: CCCS(=O)(=O)NC1=C(C(=C(C=C1)F)C(=O)C2=CNC3=C2C=C(C=N3)C4=CC=C(C=C4)Cl)F. Drug 2: CC1=C(C=C(C=C1)NC(=O)C2=CC=C(C=C2)CN3CCN(CC3)C)NC4=NC=CC(=N4)C5=CN=CC=C5. Cell line: UO-31. Synergy scores: CSS=11.1, Synergy_ZIP=0.760, Synergy_Bliss=4.62, Synergy_Loewe=-0.390, Synergy_HSA=2.30. (5) Drug 1: CC1CCC2CC(C(=CC=CC=CC(CC(C(=O)C(C(C(=CC(C(=O)CC(OC(=O)C3CCCCN3C(=O)C(=O)C1(O2)O)C(C)CC4CCC(C(C4)OC)O)C)C)O)OC)C)C)C)OC. Drug 2: CC1=C(C(=CC=C1)Cl)NC(=O)C2=CN=C(S2)NC3=CC(=NC(=N3)C)N4CCN(CC4)CCO. Cell line: SNB-19. Synergy scores: CSS=15.9, Synergy_ZIP=-8.62, Synergy_Bliss=-5.12, Synergy_Loewe=-9.03, Synergy_HSA=-3.33.